This data is from Catalyst prediction with 721,799 reactions and 888 catalyst types from USPTO. The task is: Predict which catalyst facilitates the given reaction. (1) Product: [CH3:14][O:13][C:6]1[CH:5]=[C:4]2[C:9]([CH:10]=[C:11]([CH3:12])[CH:2]=[N:3]2)=[CH:8][CH:7]=1. Reactant: Cl[C:2]1[C:11]([CH3:12])=[CH:10][C:9]2[C:4](=[CH:5][C:6]([O:13][CH3:14])=[CH:7][CH:8]=2)[N:3]=1.C(N(CC)CC)C.[H][H]. The catalyst class is: 19. (2) Reactant: [NH2:1][C:2]1[C:10]2[C:5](=[CH:6][C:7]([Cl:12])=[CH:8][C:9]=2[F:11])[C:4]([C:23]2[CH:24]=[C:25]([OH:29])[CH:26]=[CH:27][CH:28]=2)([C:13]2[CH:18]=[CH:17][N:16]=[C:15]([C:19]([F:22])([F:21])[F:20])[CH:14]=2)[N:3]=1.C1C=CC(N([S:37]([C:40]([F:43])([F:42])[F:41])(=[O:39])=[O:38])[S:37]([C:40]([F:43])([F:42])[F:41])(=[O:39])=[O:38])=CC=1.C(=O)([O-])[O-].[K+].[K+]. Product: [F:41][C:40]([F:43])([F:42])[S:37]([O:29][C:25]1[CH:26]=[CH:27][CH:28]=[C:23]([C:4]2([C:13]3[CH:18]=[CH:17][N:16]=[C:15]([C:19]([F:22])([F:21])[F:20])[CH:14]=3)[C:5]3[C:10](=[C:9]([F:11])[CH:8]=[C:7]([Cl:12])[CH:6]=3)[C:2]([NH2:1])=[N:3]2)[CH:24]=1)(=[O:39])=[O:38]. The catalyst class is: 1. (3) Reactant: [CH:1]([C:3]1[S:4][C:5]([C:8]([O:10][C:11]([CH3:14])([CH3:13])[CH3:12])=[O:9])=[CH:6][N:7]=1)=O.[CH3:15][C:16]([S@@:19]([NH2:21])=[O:20])([CH3:18])[CH3:17].C(=O)([O-])[O-].[Cs+].[Cs+].O. The catalyst class is: 2. Product: [C:16]([S@@:19](/[N:21]=[CH:1]/[C:3]1[S:4][C:5]([C:8]([O:10][C:11]([CH3:14])([CH3:13])[CH3:12])=[O:9])=[CH:6][N:7]=1)=[O:20])([CH3:18])([CH3:17])[CH3:15]. (4) Reactant: [C:1]1([C:7]2[NH:11][C:10]([C:12]3[CH:13]=[C:14]4[C:19](=[CH:20][CH:21]=3)[CH:18]=[C:17]([O:22][CH2:23][C:24]#[N:25])[CH:16]=[CH:15]4)=[CH:9][CH:8]=2)[CH:6]=[CH:5][CH:4]=[CH:3][CH:2]=1.[Cl-].[NH4+].[N-:28]=[N+:29]=[N-:30].[Na+].Cl. Product: [C:1]1([C:7]2[NH:11][C:10]([C:12]3[CH:13]=[C:14]4[C:19](=[CH:20][CH:21]=3)[CH:18]=[C:17]([O:22][CH2:23][C:24]3[NH:30][N:29]=[N:28][N:25]=3)[CH:16]=[CH:15]4)=[CH:9][CH:8]=2)[CH:6]=[CH:5][CH:4]=[CH:3][CH:2]=1. The catalyst class is: 6. (5) Reactant: [C:1]([N:5]([C:28](=[O:37])[C:29]1[CH:34]=[C:33]([CH3:35])[CH:32]=[C:31]([CH3:36])[CH:30]=1)[NH:6][C:7](=[O:27])[C:8]1[CH:13]=[CH:12][C:11]([B:14]2[O:18]C(C)(C)C(C)(C)[O:15]2)=[C:10]([NH:23][CH2:24][C:25]#[N:26])[CH:9]=1)([CH3:4])([CH3:3])[CH3:2].Cl.O. Product: [C:1]([N:5]([C:28](=[O:37])[C:29]1[CH:34]=[C:33]([CH3:35])[CH:32]=[C:31]([CH3:36])[CH:30]=1)[NH:6][C:7]([C:8]1[CH:13]=[CH:12][C:11]([B:14]([OH:18])[OH:15])=[C:10]([NH:23][CH2:24][C:25]#[N:26])[CH:9]=1)=[O:27])([CH3:4])([CH3:3])[CH3:2]. The catalyst class is: 1. (6) Reactant: C[O:2][C:3]1[C:8]2[O:9][C:10]([CH3:12])=[CH:11][C:7]=2[C:6]([CH:13]=[O:14])=[CH:5][CH:4]=1.CN(P(N(C)C)(N(C)C)=O)C.O. Product: [OH:2][C:3]1[C:8]2[O:9][C:10]([CH3:12])=[CH:11][C:7]=2[C:6]([CH:13]=[O:14])=[CH:5][CH:4]=1. The catalyst class is: 11. (7) Reactant: [C:1]([C:3]1[CH:4]=[CH:5][C:6]2[N:10]=[CH:9][NH:8][C:7]=2[CH:11]=1)#[N:2].[OH-].[Na+].[Cl:14][CH2:15][CH2:16][CH2:17][CH2:18]Br. Product: [Cl:14][CH2:15][CH2:16][CH2:17][CH2:18][N:8]1[C:7]2[CH:11]=[C:3]([C:1]#[N:2])[CH:4]=[CH:5][C:6]=2[N:10]=[CH:9]1. The catalyst class is: 689. (8) Reactant: [F:1][C:2]([F:25])([F:24])[C:3]1[CH:12]=[C:11]([N:13]2[CH2:18][CH2:17][N:16]([CH2:19][CH2:20][CH2:21][CH2:22][NH2:23])[CH2:15][CH2:14]2)[C:10]2[C:5](=[CH:6][CH:7]=[CH:8][CH:9]=2)[N:4]=1.C1N=CN([C:31](N2C=NC=C2)=[O:32])C=1.[C:38]1([N:44]2[CH2:49][CH2:48][NH:47][CH2:46][CH2:45]2)[CH:43]=[CH:42][CH:41]=[CH:40][CH:39]=1. Product: [C:38]1([N:44]2[CH2:49][CH2:48][N:47]([C:31]([NH:23][CH2:22][CH2:21][CH2:20][CH2:19][N:16]3[CH2:15][CH2:14][N:13]([C:11]4[C:10]5[C:5](=[CH:6][CH:7]=[CH:8][CH:9]=5)[N:4]=[C:3]([C:2]([F:24])([F:1])[F:25])[CH:12]=4)[CH2:18][CH2:17]3)=[O:32])[CH2:46][CH2:45]2)[CH:43]=[CH:42][CH:41]=[CH:40][CH:39]=1. The catalyst class is: 147.